From a dataset of Forward reaction prediction with 1.9M reactions from USPTO patents (1976-2016). Predict the product of the given reaction. (1) The product is: [N:1]([CH2:4][CH2:5][O:6][CH2:7][CH2:8][O:9][CH2:10][CH2:11][O:12][CH2:13][CH2:14][NH:15][C:21](=[O:22])[C:20]1[CH:31]=[CH:32][C:17]([F:16])=[CH:18][CH:19]=1)=[N+:2]=[N-:3]. Given the reactants [N:1]([CH2:4][CH2:5][O:6][CH2:7][CH2:8][O:9][CH2:10][CH2:11][O:12][CH2:13][CH2:14][NH2:15])=[N+:2]=[N-:3].[F:16][C:17]1[CH:32]=[CH:31][C:20]([C:21](ON2C(=O)CCC2=O)=[O:22])=[CH:19][CH:18]=1, predict the reaction product. (2) Given the reactants C(O[C:4]([C:6]1[N:11]=[CH:10][C:9]2[N:12]=[C:13]([C:15]3[CH:20]=[CH:19][CH:18]=[CH:17][N:16]=3)[S:14][C:8]=2[C:7]=1[OH:21])=[O:5])C.[NH2:22][CH2:23][C:24]([OH:26])=[O:25].C[O-].[Na+].CO, predict the reaction product. The product is: [OH:21][C:7]1[C:8]2[S:14][C:13]([C:15]3[CH:20]=[CH:19][CH:18]=[CH:17][N:16]=3)=[N:12][C:9]=2[CH:10]=[N:11][C:6]=1[C:4]([NH:22][CH2:23][C:24]([OH:26])=[O:25])=[O:5].